This data is from Full USPTO retrosynthesis dataset with 1.9M reactions from patents (1976-2016). The task is: Predict the reactants needed to synthesize the given product. (1) Given the product [CH3:1][O:2][C:3]1[C:4]2[CH:11]=[C:10]([C:12]3[C:20]4[C:15](=[CH:16][CH:17]=[C:18]([O:21][CH3:22])[CH:19]=4)[N:14]([CH3:35])[CH:13]=3)[N:9]([S:23]([C:26]3[CH:31]=[CH:30][C:29]([CH3:32])=[CH:28][CH:27]=3)(=[O:25])=[O:24])[C:5]=2[N:6]=[CH:7][N:8]=1, predict the reactants needed to synthesize it. The reactants are: [CH3:1][O:2][C:3]1[C:4]2[CH:11]=[C:10]([C:12]3[C:20]4[C:15](=[CH:16][CH:17]=[C:18]([O:21][CH3:22])[CH:19]=4)[NH:14][CH:13]=3)[N:9]([S:23]([C:26]3[CH:31]=[CH:30][C:29]([CH3:32])=[CH:28][CH:27]=3)(=[O:25])=[O:24])[C:5]=2[N:6]=[CH:7][N:8]=1.[H-].[Na+].[CH3:35]I. (2) Given the product [CH3:25][C:5]1[CH:4]=[CH:3][C:2]([NH:1][C:31](=[O:32])[C:30]2[CH:34]=[CH:35][CH:36]=[C:28]([C:27]([F:26])([F:37])[F:38])[CH:29]=2)=[CH:7][C:6]=1[N:8]1[CH2:24][CH2:23][C:11]2[N:12]=[C:13]([NH:16][C:17]3[CH:18]=[N:19][CH:20]=[N:21][CH:22]=3)[N:14]=[CH:15][C:10]=2[CH2:9]1, predict the reactants needed to synthesize it. The reactants are: [NH2:1][C:2]1[CH:3]=[CH:4][C:5]([CH3:25])=[C:6]([N:8]2[CH2:24][CH2:23][C:11]3[N:12]=[C:13]([NH:16][C:17]4[CH:18]=[N:19][CH:20]=[N:21][CH:22]=4)[N:14]=[CH:15][C:10]=3[CH2:9]2)[CH:7]=1.[F:26][C:27]([F:38])([F:37])[C:28]1[CH:29]=[C:30]([CH:34]=[CH:35][CH:36]=1)[C:31](O)=[O:32].CCN(C(C)C)C(C)C.CN(C(ON1N=NC2C=CC=NC1=2)=[N+](C)C)C.F[P-](F)(F)(F)(F)F.